Dataset: Full USPTO retrosynthesis dataset with 1.9M reactions from patents (1976-2016). Task: Predict the reactants needed to synthesize the given product. (1) The reactants are: N[CH2:2][CH2:3]C[Si](C)(C)[O:6][Si](C)(C)CCCN.[NH2:16][C:17]1[CH:22]=[CH:21][C:20]([OH:23])=[CH:19][CH:18]=1.[CH:24]1[C:29](O[C:31]2[CH:36]=[CH:35][C:34]3[C:37]([O:39][C:40](=[O:41])[C:33]=3[CH:32]=2)=[O:38])=C[C:27]2C(O[C:45](=O)[C:26]=2[CH:25]=1)=O.[OH2:47].C[N:49]1[C:53](=[O:54])[CH2:52][CH2:51][CH2:50]1. Given the product [CH3:27][C:26]1([CH3:45])[C:19]2[CH:18]=[C:17]([NH2:16])[CH:22]=[CH:21][C:20]=2[C:24]([C:50]2[CH:51]=[CH:52][C:53]([NH2:49])=[CH:3][CH:2]=2)([CH3:29])[CH2:25]1.[CH:50]1[C:17]([C:18]([C:31]2[CH:36]=[CH:35][C:34]3[C:37]([O:39][C:40](=[O:41])[C:33]=3[CH:32]=2)=[O:38])=[O:47])=[CH:22][C:21]2[C:20]([O:23][C:53](=[O:54])[C:52]=2[CH:51]=1)=[O:6], predict the reactants needed to synthesize it. (2) Given the product [NH2:1][C:2]1[C:6]2=[N:7][CH:8]=[CH:9][CH:10]=[C:5]2[C:4]([C:21]2[CH:22]=[C:23]([C:31]3[CH:32]=[C:33]([O:36][CH3:37])[CH:34]=[CH:35][C:30]=3[F:29])[C:24]([OH:27])=[CH:25][CH:26]=2)([C:11]2[CH:16]=[CH:15][N:14]=[C:13]([C:17]([F:20])([F:19])[F:18])[CH:12]=2)[N:3]=1, predict the reactants needed to synthesize it. The reactants are: [NH2:1][C:2]1[C:6]2=[N:7][CH:8]=[CH:9][CH:10]=[C:5]2[C:4]([C:21]2[CH:26]=[CH:25][C:24]([OH:27])=[C:23](Br)[CH:22]=2)([C:11]2[CH:16]=[CH:15][N:14]=[C:13]([C:17]([F:20])([F:19])[F:18])[CH:12]=2)[N:3]=1.[F:29][C:30]1[CH:35]=[CH:34][C:33]([O:36][CH3:37])=[CH:32][C:31]=1B(O)O. (3) Given the product [CH2:27]([O:26][C:5]1[C:4]2[C:9](=[CH:10][CH:11]=[C:2]([C:36]3[O:37][CH:38]=[CH:39][CH:40]=3)[CH:3]=2)[C:8](=[O:12])[N:7]([CH2:13][CH:14]([CH3:16])[CH3:15])[C:6]=1[CH2:17][NH:18][C:19](=[O:25])[O:20][C:21]([CH3:23])([CH3:22])[CH3:24])[CH2:28][CH2:29][CH3:30], predict the reactants needed to synthesize it. The reactants are: Br[C:2]1[CH:3]=[C:4]2[C:9](=[CH:10][CH:11]=1)[C:8](=[O:12])[N:7]([CH2:13][CH:14]([CH3:16])[CH3:15])[C:6]([CH2:17][NH:18][C:19](=[O:25])[O:20][C:21]([CH3:24])([CH3:23])[CH3:22])=[C:5]2[O:26][CH2:27][CH2:28][CH2:29][CH3:30].C([Sn](CCCC)(CCCC)[C:36]1[O:37][CH:38]=[CH:39][CH:40]=1)CCC.O. (4) Given the product [CH:18]([N:21]1[CH2:26][CH2:25][N:24]([C:13]([CH:12]2[C:10]3([CH2:9][CH2:8][N:7]([CH:4]4[CH2:3][CH2:2][O:1][CH2:6][CH2:5]4)[CH2:17][CH2:16]3)[CH2:11]2)=[O:15])[CH2:23][CH2:22]1)([CH3:20])[CH3:19], predict the reactants needed to synthesize it. The reactants are: [O:1]1[CH2:6][CH2:5][CH:4]([N:7]2[CH2:17][CH2:16][C:10]3([CH:12]([C:13]([OH:15])=O)[CH2:11]3)[CH2:9][CH2:8]2)[CH2:3][CH2:2]1.[CH:18]([N:21]1[CH2:26][CH2:25][NH:24][CH2:23][CH2:22]1)([CH3:20])[CH3:19]. (5) Given the product [NH2:15][C:11]1[CH:10]=[C:9]([O:8][C:7]2[CH:6]=[CH:5][C:4]([NH:24][C:25](=[O:37])[C:26]3[CH:27]=[CH:13][N:12]=[C:11]([NH:15][C:41]4[CH:43]=[CH:3][C:2]([F:1])=[CH:7][CH:6]=4)[CH:10]=3)=[CH:3][C:2]=2[F:1])[CH:14]=[CH:13][N:12]=1, predict the reactants needed to synthesize it. The reactants are: [F:1][C:2]1[CH:3]=[C:4]([NH:24][C:25](=[O:37])[CH2:26][C:27](NC2C=CC(F)=CC=2)=O)[CH:5]=[CH:6][C:7]=1[O:8][C:9]1[CH:14]=[CH:13][N:12]=[C:11]([NH:15]CCN2CCOCC2)[CH:10]=1.CCO[C:41]([CH3:43])=O.C([O-])(O)=O.[Na+]. (6) The reactants are: [O-]CC.[Na+].CCO.[O:8]=[C:9]([NH:16][C:17]1[CH:22]=[CH:21][CH:20]=[CH:19][CH:18]=1)[CH2:10][C:11]([O:13]CC)=[O:12].CO/[CH:25]=[CH:26]/[C:27](=O)[CH3:28]. Given the product [CH3:25][C:26]1[N:16]([C:17]2[CH:18]=[CH:19][CH:20]=[CH:21][CH:22]=2)[C:9](=[O:8])[C:10]([C:11]([OH:13])=[O:12])=[CH:28][CH:27]=1, predict the reactants needed to synthesize it. (7) Given the product [Cl:8][C:7]1[C:2]([NH:22][C:23]2[C:24]([CH3:44])=[C:25]([C:40]([O:42][CH2:43][CH3:9])=[O:41])[CH:26]=[C:27]([C:29]3[CH:34]=[CH:33][CH:32]=[C:31]([S:35]([CH2:38][CH3:39])(=[O:37])=[O:36])[CH:30]=3)[CH:28]=2)=[N:3][CH:4]=[CH:5][CH:6]=1, predict the reactants needed to synthesize it. The reactants are: Cl[C:2]1[C:7]([Cl:8])=[CH:6][CH:5]=[CH:4][N:3]=1.[C:9](=O)([O-])[O-].[K+].[K+].C1(C)C=CC=CC=1.[NH2:22][C:23]1[C:24]([CH3:44])=[C:25]([C:40]([O:42][CH3:43])=[O:41])[CH:26]=[C:27]([C:29]2[CH:34]=[CH:33][CH:32]=[C:31]([S:35]([CH2:38][CH3:39])(=[O:37])=[O:36])[CH:30]=2)[CH:28]=1. (8) The reactants are: [BH4-].[Na+].[F:3][C:4]([F:15])([F:14])[C:5]1[CH:10]=[CH:9][C:8]([CH2:11][CH:12]=[O:13])=[CH:7][CH:6]=1. Given the product [F:3][C:4]([F:14])([F:15])[C:5]1[CH:6]=[CH:7][C:8]([CH2:11][CH2:12][OH:13])=[CH:9][CH:10]=1, predict the reactants needed to synthesize it. (9) Given the product [N:2]1([CH2:7][C:8]([N:18]2[CH2:19][C@H:15]([CH2:14][C:13]3[CH:37]=[CH:38][CH:39]=[CH:40][C:12]=3[Cl:11])[CH2:16][C@H:17]2[C:20]([NH:22][C:23]2[CH:28]=[CH:27][C:26]([O:29][C:30]3[CH:31]=[CH:32][C:33]([F:36])=[CH:34][CH:35]=3)=[CH:25][CH:24]=2)=[O:21])=[O:10])[CH:6]=[N:5][CH:4]=[N:3]1, predict the reactants needed to synthesize it. The reactants are: Cl.[N:2]1([CH2:7][C:8]([OH:10])=O)[CH:6]=[N:5][CH:4]=[N:3]1.[Cl:11][C:12]1[CH:40]=[CH:39][CH:38]=[CH:37][C:13]=1[CH2:14][C@H:15]1[CH2:19][NH:18][C@H:17]([C:20]([NH:22][C:23]2[CH:28]=[CH:27][C:26]([O:29][C:30]3[CH:35]=[CH:34][C:33]([F:36])=[CH:32][CH:31]=3)=[CH:25][CH:24]=2)=[O:21])[CH2:16]1. (10) Given the product [C:1]([N:5]1[C:13]2[C:8](=[CH:9][CH:10]=[CH:11][CH:12]=2)[C:7]([NH2:14])=[N:6]1)([CH3:4])([CH3:2])[CH3:3], predict the reactants needed to synthesize it. The reactants are: [C:1]([N:5]1[C:13]2[C:8](=[CH:9][CH:10]=[CH:11][CH:12]=2)[C:7]([N+:14]([O-])=O)=[N:6]1)([CH3:4])([CH3:3])[CH3:2].